Regression. Given two drug SMILES strings and cell line genomic features, predict the synergy score measuring deviation from expected non-interaction effect. From a dataset of NCI-60 drug combinations with 297,098 pairs across 59 cell lines. (1) Drug 1: CN1C2=C(C=C(C=C2)N(CCCl)CCCl)N=C1CCCC(=O)O.Cl. Drug 2: CC1C(C(CC(O1)OC2CC(CC3=C2C(=C4C(=C3O)C(=O)C5=C(C4=O)C(=CC=C5)OC)O)(C(=O)CO)O)N)O.Cl. Cell line: T-47D. Synergy scores: CSS=38.1, Synergy_ZIP=-4.70, Synergy_Bliss=-2.29, Synergy_Loewe=-15.6, Synergy_HSA=-0.654. (2) Drug 1: C1CN1C2=NC(=NC(=N2)N3CC3)N4CC4. Drug 2: C1CN(CCN1C(=O)CCBr)C(=O)CCBr. Cell line: RPMI-8226. Synergy scores: CSS=54.8, Synergy_ZIP=-4.25, Synergy_Bliss=-1.08, Synergy_Loewe=-1.42, Synergy_HSA=3.06. (3) Drug 1: CN(C)N=NC1=C(NC=N1)C(=O)N. Drug 2: CC(C1=C(C=CC(=C1Cl)F)Cl)OC2=C(N=CC(=C2)C3=CN(N=C3)C4CCNCC4)N. Cell line: SK-MEL-5. Synergy scores: CSS=-0.139, Synergy_ZIP=0.578, Synergy_Bliss=4.66, Synergy_Loewe=-2.04, Synergy_HSA=-1.06. (4) Drug 1: CC1=CC2C(CCC3(C2CCC3(C(=O)C)OC(=O)C)C)C4(C1=CC(=O)CC4)C. Drug 2: CC1=CC=C(C=C1)C2=CC(=NN2C3=CC=C(C=C3)S(=O)(=O)N)C(F)(F)F. Cell line: OVCAR3. Synergy scores: CSS=1.26, Synergy_ZIP=-0.0684, Synergy_Bliss=1.84, Synergy_Loewe=-0.642, Synergy_HSA=-0.666. (5) Drug 1: CC1OCC2C(O1)C(C(C(O2)OC3C4COC(=O)C4C(C5=CC6=C(C=C35)OCO6)C7=CC(=C(C(=C7)OC)O)OC)O)O. Drug 2: CC1CCC2CC(C(=CC=CC=CC(CC(C(=O)C(C(C(=CC(C(=O)CC(OC(=O)C3CCCCN3C(=O)C(=O)C1(O2)O)C(C)CC4CCC(C(C4)OC)O)C)C)O)OC)C)C)C)OC. Cell line: SN12C. Synergy scores: CSS=36.7, Synergy_ZIP=-14.1, Synergy_Bliss=-11.0, Synergy_Loewe=-6.29, Synergy_HSA=-5.37. (6) Drug 1: C1=CC=C(C(=C1)C(C2=CC=C(C=C2)Cl)C(Cl)Cl)Cl. Drug 2: CC1=C(C(=O)C2=C(C1=O)N3CC4C(C3(C2COC(=O)N)OC)N4)N. Cell line: ACHN. Synergy scores: CSS=55.1, Synergy_ZIP=-4.05, Synergy_Bliss=-3.47, Synergy_Loewe=-39.9, Synergy_HSA=-2.10. (7) Drug 2: CNC(=O)C1=CC=CC=C1SC2=CC3=C(C=C2)C(=NN3)C=CC4=CC=CC=N4. Cell line: SW-620. Synergy scores: CSS=56.6, Synergy_ZIP=11.0, Synergy_Bliss=8.61, Synergy_Loewe=-7.75, Synergy_HSA=8.25. Drug 1: CC1=C2C(C(=O)C3(C(CC4C(C3C(C(C2(C)C)(CC1OC(=O)C(C(C5=CC=CC=C5)NC(=O)OC(C)(C)C)O)O)OC(=O)C6=CC=CC=C6)(CO4)OC(=O)C)OC)C)OC. (8) Drug 1: C1C(C(OC1N2C=NC(=NC2=O)N)CO)O. Drug 2: C(CN)CNCCSP(=O)(O)O. Cell line: SN12C. Synergy scores: CSS=4.06, Synergy_ZIP=-5.22, Synergy_Bliss=-7.01, Synergy_Loewe=-3.68, Synergy_HSA=-4.14. (9) Drug 1: CCN(CC)CCCC(C)NC1=C2C=C(C=CC2=NC3=C1C=CC(=C3)Cl)OC. Drug 2: C(CCl)NC(=O)N(CCCl)N=O. Cell line: HCC-2998. Synergy scores: CSS=23.3, Synergy_ZIP=2.74, Synergy_Bliss=2.25, Synergy_Loewe=-23.4, Synergy_HSA=-2.34.